Dataset: NCI-60 drug combinations with 297,098 pairs across 59 cell lines. Task: Regression. Given two drug SMILES strings and cell line genomic features, predict the synergy score measuring deviation from expected non-interaction effect. (1) Synergy scores: CSS=51.1, Synergy_ZIP=3.01, Synergy_Bliss=5.01, Synergy_Loewe=2.91, Synergy_HSA=5.37. Drug 1: CC(C)(C#N)C1=CC(=CC(=C1)CN2C=NC=N2)C(C)(C)C#N. Drug 2: CC1C(C(CC(O1)OC2CC(CC3=C2C(=C4C(=C3O)C(=O)C5=C(C4=O)C(=CC=C5)OC)O)(C(=O)CO)O)N)O.Cl. Cell line: HL-60(TB). (2) Drug 1: C1=CC=C(C=C1)NC(=O)CCCCCCC(=O)NO. Drug 2: C1CN1C2=NC(=NC(=N2)N3CC3)N4CC4. Cell line: HCC-2998. Synergy scores: CSS=23.7, Synergy_ZIP=-1.62, Synergy_Bliss=-0.490, Synergy_Loewe=1.60, Synergy_HSA=2.07. (3) Drug 1: C1CN(CCN1C(=O)CCBr)C(=O)CCBr. Drug 2: C1C(C(OC1N2C=NC3=C2NC=NCC3O)CO)O. Cell line: A549. Synergy scores: CSS=40.5, Synergy_ZIP=0.437, Synergy_Bliss=-0.246, Synergy_Loewe=-0.770, Synergy_HSA=0.193. (4) Drug 1: CC1C(C(CC(O1)OC2CC(CC3=C2C(=C4C(=C3O)C(=O)C5=C(C4=O)C(=CC=C5)OC)O)(C(=O)C)O)N)O.Cl. Drug 2: CC1=C2C(C(=O)C3(C(CC4C(C3C(C(C2(C)C)(CC1OC(=O)C(C(C5=CC=CC=C5)NC(=O)C6=CC=CC=C6)O)O)OC(=O)C7=CC=CC=C7)(CO4)OC(=O)C)O)C)OC(=O)C. Cell line: RPMI-8226. Synergy scores: CSS=78.8, Synergy_ZIP=11.7, Synergy_Bliss=11.5, Synergy_Loewe=-3.23, Synergy_HSA=11.9. (5) Drug 1: CN1CCC(CC1)COC2=C(C=C3C(=C2)N=CN=C3NC4=C(C=C(C=C4)Br)F)OC. Drug 2: C1=CC(=C2C(=C1NCCNCCO)C(=O)C3=C(C=CC(=C3C2=O)O)O)NCCNCCO. Cell line: NCI/ADR-RES. Synergy scores: CSS=7.93, Synergy_ZIP=-1.79, Synergy_Bliss=-1.77, Synergy_Loewe=-1.17, Synergy_HSA=-1.12. (6) Drug 1: C1=CC(=C2C(=C1NCCNCCO)C(=O)C3=C(C=CC(=C3C2=O)O)O)NCCNCCO. Drug 2: C1=NNC2=C1C(=O)NC=N2. Cell line: HCC-2998. Synergy scores: CSS=29.7, Synergy_ZIP=1.22, Synergy_Bliss=1.35, Synergy_Loewe=-10.3, Synergy_HSA=1.07. (7) Drug 1: C1=CN(C(=O)N=C1N)C2C(C(C(O2)CO)O)O.Cl. Drug 2: CC1=C2C(C(=O)C3(C(CC4C(C3C(C(C2(C)C)(CC1OC(=O)C(C(C5=CC=CC=C5)NC(=O)C6=CC=CC=C6)O)O)OC(=O)C7=CC=CC=C7)(CO4)OC(=O)C)O)C)OC(=O)C. Cell line: MCF7. Synergy scores: CSS=14.6, Synergy_ZIP=-4.21, Synergy_Bliss=-1.36, Synergy_Loewe=-18.2, Synergy_HSA=-4.07.